Task: Regression. Given a target protein amino acid sequence and a drug SMILES string, predict the binding affinity score between them. We predict pKi (pKi = -log10(Ki in M); higher means stronger inhibition). Dataset: bindingdb_ki.. Dataset: Drug-target binding data from BindingDB using Ki measurements (1) The drug is C[C@H]1CCCN1C1CCN(c2ccc(N3CCC4(CCN(C(=O)OC(C)(C)C)CC4)C3=O)cc2)CC1. The target protein sequence is MLAFVADSSLRTQNNFFLLNLAISDFLVGAFCIPLYVPYVLTGRWTFGRGLCKLWLVVDYLLCTSSAFNIVLISYDRFLSVTRAVSYRAQQGNTRRAVRKMLLVWVLAFLLYGPAILSWEYLSGGSSIPEGHCYAEFFYNWYFLITASTLEFFTPFLSVTFFNLSIYLNIQRRTRLRLDGAREAGGPEPPPEAQPSPPPPPGCWGCWQKGHGEAMPLHRYGVGEAAAGAEAGETALGGGGGGGTAASPTSSSGSSSRGTERPRSLKRGSKPSASSASLEKRMKMVSQSFTQRFRLSRDRKVAKSLAVIVSIFGLCWAPYTLLMIIRAACHGHCVPDYWYETSFWLLWANSAVNPVLYPLCHHSFRRAFTKLLCPQKLKIQPHSSLEQCWK. The pKi is 10.0. (2) The small molecule is C[C@@H](O)[C@H](N)C(=O)N[C@@](O)(CC(=O)O)C(=O)O. The target protein (P51907) has sequence MGKPTSSGCDWRRFLRNHWLLLSTVAAVVLGIVVGVLVRGHSELSNLDKFYFAFPGEILMRMLKLVILPLIISSMITGVAALDSNVSGKIGLRAVVYYFSTTVIAVILGIVLVVSIKPGVTQKVNEINRTGKTPEVSTVDAMLDLIRNMFPENLVQACFQQYKTKREEVKPASDPGGNQTEVSVTTAMTTMSENKTKEYKIVGLYSDGINVLGLIIFCLVFGLVIGKMGEKGQILVDFFNALSDATMKIVQIIMCYMPIGILFLIAGKIIEVEDWEIFRKLGLYMATVLSGLAIHSLVVLPLIYFIVVRKNPFRFALGMAQALLTALMISSSSATLPVTFRCAEEKNHVDKRITRFVLPVGATINMDGTALYEAVAAVFIAQLNGMDLSIGQIITISITATAASIGAAGVPQAGLVTMVIVLSAVGLPAEDVTLIIAVDWLLDRFRTMVNVLGDAFGTGIVEKLSKKELEQVDVSSEVNIVNPFALEPTILDNEDSDTKK.... The pKi is 6.2. (3) The drug is Nc1ncnc2c1ncn2C1OC(COP(=O)(O)OP(=O)(O)OP(O)(O)=S)[C@@H](O)[C@H]1O. The target protein sequence is MITVNEKEHILEQKYRPSTIDECILPAFDKETFKSITSKGKIPHIILHSPSPGTGKTTVAKALCHDVNADMMFVNGSDCKIDFVRGPLTNFASAASFDGRQKVIVIDEFDRSGLAESQRHLRSFMEAYSSNCSIIITANNIDGIIKPLQSRCRVITFGQPTDEDKIEMMKQMIRLLTEICKHEGIAIADMKVVAALVKKNFPDFRKTIGELDSYSSKGVLDAGILSLVTNDRGAIDDVLESLKNKDVKQLRALAPKYAADYSWFVGKLAEEIYSRVTPQSIIRMYEIVGENNQYHGIAANTELHLAYLFIQLACEMQWKMSLFKDDIQLNEHQVAWYSKDWTAVQSAADSFKEKAENEFFEIIGAINNKTKCSIAQKDYSKFMVENALSQFPECMPAVYAMNLIGSGLSDEAHFNYLMAAVPRGKRYGKWAKLVEDSTEVLIIKLLAKRYQVNTNDAINYKSILTKNGKLPLVLKELKGLVTDDFLKEVTKNVKEQKQLK.... The pKi is 4.5.